This data is from Full USPTO retrosynthesis dataset with 1.9M reactions from patents (1976-2016). The task is: Predict the reactants needed to synthesize the given product. (1) The reactants are: CN(C)CCO.[Li]CCCC.[N:12]1[CH:17]=[CH:16][CH:15]=[CH:14][C:13]=1[N:18]1[CH2:23][CH2:22][O:21][CH2:20][CH2:19]1.[CH2:24]([Sn:28](Cl)([CH2:33][CH2:34][CH2:35][CH3:36])[CH2:29][CH2:30][CH2:31][CH3:32])[CH2:25][CH2:26][CH3:27]. Given the product [CH2:33]([Sn:28]([CH2:24][CH2:25][CH2:26][CH3:27])([CH2:29][CH2:30][CH2:31][CH3:32])[C:17]1[N:12]=[C:13]([N:18]2[CH2:19][CH2:20][O:21][CH2:22][CH2:23]2)[CH:14]=[CH:15][CH:16]=1)[CH2:34][CH2:35][CH3:36], predict the reactants needed to synthesize it. (2) Given the product [CH:1]1([O:6][C:7]2[C:12]([O:13][CH:14]([F:16])[F:15])=[CH:11][CH:10]=[CH:9][C:8]=2/[CH:17]=[CH:18]/[C:19]2[N:20]=[C:21]3[N:25]([C:26]=2[C:27]([NH:37][C:34]2[S:35][CH:36]=[C:32]([C:31]([F:39])([F:38])[F:30])[N:33]=2)=[O:29])[CH:24]=[CH:23][S:22]3)[CH2:5][CH2:4][CH2:3][CH2:2]1, predict the reactants needed to synthesize it. The reactants are: [CH:1]1([O:6][C:7]2[C:12]([O:13][CH:14]([F:16])[F:15])=[CH:11][CH:10]=[CH:9][C:8]=2/[CH:17]=[CH:18]/[C:19]2[N:20]=[C:21]3[N:25]([C:26]=2[C:27]([OH:29])=O)[CH:24]=[CH:23][S:22]3)[CH2:5][CH2:4][CH2:3][CH2:2]1.[F:30][C:31]([F:39])([F:38])[C:32]1[N:33]=[C:34]([NH2:37])[S:35][CH:36]=1.CCN=C=NCCCN(C)C.Cl.